Dataset: Catalyst prediction with 721,799 reactions and 888 catalyst types from USPTO. Task: Predict which catalyst facilitates the given reaction. (1) Reactant: [CH:1]1([C:7]2[CH:20]=[CH:19][C:10]([O:11][CH2:12][C@H:13]3[O:17][C:16]([NH2:18])=[N:15][CH2:14]3)=[CH:9][CH:8]=2)[CH2:6][CH2:5][CH2:4][CH2:3][CH2:2]1.C([O:23][C:24](=O)[C:25]#[C:26][CH2:27][S:28][C:29]1[CH:34]=[CH:33][CH:32]=[CH:31][CH:30]=1)C. Product: [CH:1]1([C:7]2[CH:20]=[CH:19][C:10]([O:11][CH2:12][C@H:13]3[O:17][C:16]4=[N:18][C:24](=[O:23])[CH:25]=[C:26]([CH2:27][S:28][C:29]5[CH:34]=[CH:33][CH:32]=[CH:31][CH:30]=5)[N:15]4[CH2:14]3)=[CH:9][CH:8]=2)[CH2:2][CH2:3][CH2:4][CH2:5][CH2:6]1. The catalyst class is: 22. (2) Reactant: [NH2:1][CH2:2][CH2:3][N:4]1[CH2:9][CH2:8][NH:7][CH2:6][CH2:5]1.C(N(CC)CC)C.Cl[C:18]([O:20][CH2:21][C:22]1[CH:27]=[CH:26][CH:25]=[CH:24][CH:23]=1)=[O:19].C(=O)([O-])O.[Na+]. Product: [NH2:1][CH2:2][CH2:3][N:4]1[CH2:9][CH2:8][N:7]([C:18]([O:20][CH2:21][C:22]2[CH:27]=[CH:26][CH:25]=[CH:24][CH:23]=2)=[O:19])[CH2:6][CH2:5]1. The catalyst class is: 54.